Predict the reaction yield, written as a fraction of the theoretical maximum amount of product (1.0 means a 100% yield; for example, 0.34 means a 34% yield). From a dataset of Reaction yield outcomes from USPTO patents with 853,638 reactions. (1) The product is [CH3:18][O:17][C:3]1[C:2]([C:24]2[S:25][CH:26]=[CH:27][CH:28]=2)=[CH:11][C:10]2[N:9]=[C:8]([C:26]3[S:25][CH:24]=[CH:28][CH:27]=3)[CH:7]=[N:6][C:5]=2[C:4]=1[C:13]([O:15][CH3:16])=[O:14]. The yield is 0.920. The catalyst is O1CCOCC1.C1C=CC([P]([Pd]([P](C2C=CC=CC=2)(C2C=CC=CC=2)C2C=CC=CC=2)([P](C2C=CC=CC=2)(C2C=CC=CC=2)C2C=CC=CC=2)[P](C2C=CC=CC=2)(C2C=CC=CC=2)C2C=CC=CC=2)(C2C=CC=CC=2)C2C=CC=CC=2)=CC=1. The reactants are Br[C:2]1[C:3]([O:17][CH3:18])=[C:4]([C:13]([O:15][CH3:16])=[O:14])[C:5]2[N:6]=[CH:7][C:8](Cl)=[N:9][C:10]=2[CH:11]=1.C([Sn](CCCC)(CCCC)[C:24]1[S:25][CH:26]=[CH:27][CH:28]=1)CCC. (2) The reactants are [C:1]([O:5][C:6]([NH:8][C:9]1[CH:14]=[CH:13][C:12]([N+:15]([O-])=O)=[CH:11][N:10]=1)=[O:7])([CH3:4])([CH3:3])[CH3:2]. The catalyst is CO.C(OCC)(=O)C.[Pd]. The product is [NH2:15][C:12]1[CH:13]=[CH:14][C:9]([NH:8][C:6]([O:5][C:1]([CH3:4])([CH3:3])[CH3:2])=[O:7])=[N:10][CH:11]=1. The yield is 0.970. (3) The product is [Cl:35][C:32]1[CH:31]=[CH:30][C:29]([C:23]2[S:22][C:21]3[C:19](=[O:20])[N:18]([C:5]4[CH:6]=[CH:7][C:8]([NH:9][C:10](=[O:17])[CH2:11][N:12]5[CH2:16][CH2:15][CH2:14][CH2:13]5)=[C:3]([O:2][CH3:1])[CH:4]=4)[CH2:27][CH2:26][C:25]=3[CH:24]=2)=[CH:34][CH:33]=1. The catalyst is O1CCCC1.CCOCC. The reactants are [CH3:1][O:2][C:3]1[CH:4]=[C:5]([NH:18][C:19]([C:21]2[S:22][C:23]([C:29]3[CH:34]=[CH:33][C:32]([Cl:35])=[CH:31][CH:30]=3)=[CH:24][C:25]=2[CH2:26][CH2:27]O)=[O:20])[CH:6]=[CH:7][C:8]=1[NH:9][C:10](=[O:17])[CH2:11][N:12]1[CH2:16][CH2:15][CH2:14][CH2:13]1.C(P(CCCC)CCCC)CCC.N(C(OC(C)C)=O)=NC(OC(C)C)=O. The yield is 0.630. (4) The reactants are [N+:1]([C:4]1[CH:9]=[CH:8][C:7]([C:10](=[O:12])[CH3:11])=[CH:6][CH:5]=1)([O-:3])=[O:2].[N:13]1[CH:18]=[CH:17][C:16]([CH:19]=O)=[CH:15][CH:14]=1.[OH-].[Na+]. The catalyst is O.O.C(O)C. The product is [N+:1]([C:4]1[CH:5]=[CH:6][C:7]([C:10](=[O:12])/[CH:11]=[CH:19]/[C:16]2[CH:17]=[CH:18][N:13]=[CH:14][CH:15]=2)=[CH:8][CH:9]=1)([O-:3])=[O:2]. The yield is 0.250.